Dataset: Full USPTO retrosynthesis dataset with 1.9M reactions from patents (1976-2016). Task: Predict the reactants needed to synthesize the given product. (1) Given the product [CH:26]([NH:27][C:17]([C:13]1[C:14]([OH:16])=[N:15][C:10]([CH2:9][O:8][CH2:1][C:2]2[CH:3]=[CH:4][CH:5]=[CH:6][CH:7]=2)=[N:11][CH:12]=1)=[O:19])([C:28]1[CH:29]=[CH:30][CH:31]=[CH:32][CH:33]=1)[C:20]1[CH:25]=[CH:24][CH:23]=[CH:22][CH:21]=1, predict the reactants needed to synthesize it. The reactants are: [CH2:1]([O:8][CH2:9][C:10]1[N:15]=[C:14]([OH:16])[C:13]([C:17]([OH:19])=O)=[CH:12][N:11]=1)[C:2]1[CH:7]=[CH:6][CH:5]=[CH:4][CH:3]=1.[C:20]1([CH:26]([C:28]2[CH:33]=[CH:32][CH:31]=[CH:30][CH:29]=2)[NH2:27])[CH:25]=[CH:24][CH:23]=[CH:22][CH:21]=1.CN(C(ON1N=NC2C=CC=NC1=2)=[N+](C)C)C.F[P-](F)(F)(F)(F)F. (2) The reactants are: [OH:1][CH:2]([C:10]1[CH:15]=[CH:14][C:13]([S:16]([N:19]([C:24]2[CH:29]=[CH:28][C:27]([CH:30]([CH3:32])[CH3:31])=[CH:26][N+:25]=2[O-])[CH2:20][CH:21]([CH3:23])[CH3:22])(=[O:18])=[O:17])=[CH:12][CH:11]=1)[CH2:3][N:4]1[CH2:9][CH2:8][O:7][CH2:6][CH2:5]1. Given the product [OH:1][CH:2]([C:10]1[CH:15]=[CH:14][C:13]([S:16]([N:19]([CH2:20][CH:21]([CH3:23])[CH3:22])[C:24]2[CH:29]=[CH:28][C:27]([CH:30]([CH3:31])[CH3:32])=[CH:26][N:25]=2)(=[O:17])=[O:18])=[CH:12][CH:11]=1)[CH2:3][N:4]1[CH2:9][CH2:8][O:7][CH2:6][CH2:5]1, predict the reactants needed to synthesize it. (3) Given the product [CH2:35]([N:37]([CH2:41][CH3:42])[CH2:38][CH2:39][NH:40][C:2]1[N:7]=[C:6]([C:8]2[S:12][C:11]([CH:13]3[CH2:18][CH2:17][O:16][CH2:15][CH2:14]3)=[N:10][C:9]=2[C:19]2[C:20]([F:34])=[C:21]([NH:25][S:26]([C:29]3[CH:33]=[CH:32][O:31][CH:30]=3)(=[O:27])=[O:28])[CH:22]=[CH:23][CH:24]=2)[CH:5]=[CH:4][N:3]=1)[CH3:36], predict the reactants needed to synthesize it. The reactants are: Cl[C:2]1[N:7]=[C:6]([C:8]2[S:12][C:11]([CH:13]3[CH2:18][CH2:17][O:16][CH2:15][CH2:14]3)=[N:10][C:9]=2[C:19]2[C:20]([F:34])=[C:21]([NH:25][S:26]([C:29]3[CH:33]=[CH:32][O:31][CH:30]=3)(=[O:28])=[O:27])[CH:22]=[CH:23][CH:24]=2)[CH:5]=[CH:4][N:3]=1.[CH2:35]([N:37]([CH2:41][CH3:42])[CH2:38][CH2:39][NH2:40])[CH3:36]. (4) Given the product [C:1]12([C:7]3[C:11]4[CH2:12][NH:13][CH2:14][CH2:15][C:10]=4[NH:9][N:8]=3)[CH2:6][CH:5]1[CH2:4][CH2:3][CH2:2]2, predict the reactants needed to synthesize it. The reactants are: [C:1]12([C:7]3[C:11]4[CH2:12][N:13](C(OC(C)(C)C)=O)[CH2:14][CH2:15][C:10]=4[NH:9][N:8]=3)[CH2:6][CH:5]1[CH2:4][CH2:3][CH2:2]2.Cl.O1CCOCC1.C(OCC)(=O)C. (5) Given the product [CH:12]([O:11][C:9]1[CH:8]=[CH:7][N:6]=[C:5]2[N:4]([S:15]([C:18]3[CH:23]=[CH:22][C:21]([CH3:24])=[CH:20][CH:19]=3)(=[O:17])=[O:16])[CH:3]=[C:2]([CH:27]=[CH:26][C:25]([NH2:29])=[O:28])[C:10]=12)([CH3:14])[CH3:13], predict the reactants needed to synthesize it. The reactants are: I[C:2]1[C:10]2[C:5](=[N:6][CH:7]=[CH:8][C:9]=2[O:11][CH:12]([CH3:14])[CH3:13])[N:4]([S:15]([C:18]2[CH:23]=[CH:22][C:21]([CH3:24])=[CH:20][CH:19]=2)(=[O:17])=[O:16])[CH:3]=1.[C:25]([NH2:29])(=[O:28])[CH:26]=[CH2:27].C(N(CC)CC)C.C1(C)C=CC=CC=1P(C1C=CC=CC=1C)C1C=CC=CC=1C.